From a dataset of Peptide-MHC class I binding affinity with 185,985 pairs from IEDB/IMGT. Regression. Given a peptide amino acid sequence and an MHC pseudo amino acid sequence, predict their binding affinity value. This is MHC class I binding data. (1) The MHC is HLA-B53:01 with pseudo-sequence HLA-B53:01. The peptide sequence is NPAACSYMV. The binding affinity (normalized) is 0.213. (2) The peptide sequence is RVDKLTQGR. The MHC is HLA-B07:02 with pseudo-sequence HLA-B07:02. The binding affinity (normalized) is 0.0847. (3) The peptide sequence is THLGPQFCK. The MHC is HLA-A68:01 with pseudo-sequence HLA-A68:01. The binding affinity (normalized) is 0.462. (4) The peptide sequence is SIYSRPKIKT. The MHC is HLA-A02:02 with pseudo-sequence HLA-A02:02. The binding affinity (normalized) is 0.419. (5) The peptide sequence is ERLERWHSL. The MHC is Mamu-B03 with pseudo-sequence Mamu-B03. The binding affinity (normalized) is 0.268.